Dataset: Experimentally validated miRNA-target interactions with 360,000+ pairs, plus equal number of negative samples. Task: Binary Classification. Given a miRNA mature sequence and a target amino acid sequence, predict their likelihood of interaction. The miRNA is mmu-miR-290a-5p with sequence ACUCAAACUAUGGGGGCACUUU. The protein sequence of the target gene is MSVPSALMKQPPIQSTAGAVPVRNEKGEISMEKVKVKRYVSGKRPDYAPMESSDEEDEEFQFIKKAKEQEAEPEEQEEDSSSDPRLRRLQNRISEDVEERLARHRKIVEPEVVGESDSEVEGDAWRLEREDSSEEEEEEIDDEEIERRRGMMRQRAQERKNEEMEVMEVEDEGRSGEESESESEYEEYTDSEDEMEPRLKPVFIRKKDRVTVQEREAEALKQKELEQEAKRMAEERRKYTLKIVEEETKKELEENKRSLAALDALNTDDENDEEEYEAWKVRELKRIKREREDREALEKE.... Result: 1 (interaction).